From a dataset of NCI-60 drug combinations with 297,098 pairs across 59 cell lines. Regression. Given two drug SMILES strings and cell line genomic features, predict the synergy score measuring deviation from expected non-interaction effect. (1) Drug 1: CN1C(=O)N2C=NC(=C2N=N1)C(=O)N. Drug 2: CC(C)CN1C=NC2=C1C3=CC=CC=C3N=C2N. Cell line: SK-OV-3. Synergy scores: CSS=-4.25, Synergy_ZIP=1.74, Synergy_Bliss=-0.999, Synergy_Loewe=-4.04, Synergy_HSA=-4.05. (2) Drug 2: C1=CC(=CC=C1C#N)C(C2=CC=C(C=C2)C#N)N3C=NC=N3. Drug 1: CC1=C(C=C(C=C1)NC2=NC=CC(=N2)N(C)C3=CC4=NN(C(=C4C=C3)C)C)S(=O)(=O)N.Cl. Synergy scores: CSS=5.83, Synergy_ZIP=-1.71, Synergy_Bliss=2.39, Synergy_Loewe=2.57, Synergy_HSA=2.87. Cell line: IGROV1. (3) Drug 1: C1=NC2=C(N=C(N=C2N1C3C(C(C(O3)CO)O)O)F)N. Drug 2: CCN(CC)CCNC(=O)C1=C(NC(=C1C)C=C2C3=C(C=CC(=C3)F)NC2=O)C. Cell line: LOX IMVI. Synergy scores: CSS=-3.16, Synergy_ZIP=2.14, Synergy_Bliss=2.01, Synergy_Loewe=-29.5, Synergy_HSA=-5.53.